Dataset: hERG potassium channel inhibition data for cardiac toxicity prediction from Karim et al.. Task: Regression/Classification. Given a drug SMILES string, predict its toxicity properties. Task type varies by dataset: regression for continuous values (e.g., LD50, hERG inhibition percentage) or binary classification for toxic/non-toxic outcomes (e.g., AMES mutagenicity, cardiotoxicity, hepatotoxicity). Dataset: herg_karim. (1) The drug is COc1ccc2c3c1O[C@H]1C(=O)CC[C@@]4(O)[C@@H](C2)N(C)CC[C@]314. The result is 0 (non-blocker). (2) The molecule is O=[N+]([O-])c1ccc2nc(Cc3ccc(Oc4ccccc4)cc3)[nH]c2c1. The result is 1 (blocker). (3) The compound is COC(=O)C1=C(C)NC(C)=C(C(=O)OCC(C)C)C1c1ccccc1[N+](=O)[O-]. The result is 0 (non-blocker). (4) The molecule is C[C@H]1[C@@H](c2ccc(OCCCN3CCCC3)cc2)Oc2ccccc2S1(=O)=O. The result is 1 (blocker).